Task: Predict which catalyst facilitates the given reaction.. Dataset: Catalyst prediction with 721,799 reactions and 888 catalyst types from USPTO (1) Reactant: [C:1]1([C:23]2[CH:28]=[CH:27][CH:26]=[CH:25][CH:24]=2)[CH:6]=[CH:5][C:4]([CH2:7][CH2:8][C:9]([C:11]2[O:12][C:13]([C:16]3[CH:21]=[CH:20][CH:19]=[C:18](Br)[N:17]=3)=[N:14][N:15]=2)=[O:10])=[CH:3][CH:2]=1.C1(CCCCCCC(C2OC(C3N=C([C:54]([O:56][CH3:57])=[O:55])C=CC=3)=NN=2)=O)C=CC=CC=1. Product: [C:1]1([C:23]2[CH:28]=[CH:27][CH:26]=[CH:25][CH:24]=2)[CH:6]=[CH:5][C:4]([CH2:7][CH2:8][C:9]([C:11]2[O:12][C:13]([C:16]3[N:17]=[C:18]([C:54]([O:56][CH3:57])=[O:55])[CH:19]=[CH:20][CH:21]=3)=[N:14][N:15]=2)=[O:10])=[CH:3][CH:2]=1. The catalyst class is: 100. (2) Reactant: [CH2:1]([N:8]1[CH2:13][C:12](=O)[NH:11][C@H:10]([CH2:15][C:16]2[CH:21]=[CH:20][C:19]([Br:22])=[CH:18][CH:17]=2)[C:9]1=O)[C:2]1[CH:7]=[CH:6][CH:5]=[CH:4][CH:3]=1. Product: [CH2:1]([N:8]1[CH2:13][CH2:12][NH:11][C@H:10]([CH2:15][C:16]2[CH:17]=[CH:18][C:19]([Br:22])=[CH:20][CH:21]=2)[CH2:9]1)[C:2]1[CH:3]=[CH:4][CH:5]=[CH:6][CH:7]=1. The catalyst class is: 1. (3) Reactant: C(NC(C)C)(C)C.[Li]CCCC.[F:13][C:14]1[CH:15]=[CH:16][C:17]([O:20][CH3:21])=[N:18][CH:19]=1.[CH2:22]([Sn:26]([CH2:32][CH2:33][CH2:34][CH3:35])([CH2:28][CH2:29][CH2:30][CH3:31])Cl)[CH2:23][CH2:24][CH3:25].[NH4+].[Cl-]. Product: [F:13][C:14]1[C:15]([Sn:26]([CH2:28][CH2:29][CH2:30][CH3:31])([CH2:32][CH2:33][CH2:34][CH3:35])[CH2:22][CH2:23][CH2:24][CH3:25])=[CH:16][C:17]([O:20][CH3:21])=[N:18][CH:19]=1. The catalyst class is: 28. (4) Reactant: [CH3:1][N:2]1[CH2:15][CH2:14][C:5]2[NH:6][C:7]3[CH:8]=[CH:9][C:10]([CH3:13])=[CH:11][C:12]=3[C:4]=2[CH2:3]1.[F:16][C:17]([F:28])([F:27])[C:18]1[C:23]([CH:24]=[CH2:25])=[CH:22][N:21]=[C:20]([CH3:26])[CH:19]=1.[OH-].[K+]. Product: [F:28][C:17]([F:16])([F:27])[C:18]1[CH:19]=[C:20]([CH3:26])[N:21]=[CH:22][C:23]=1[CH2:24][CH2:25][N:6]1[C:7]2[CH:8]=[CH:9][C:10]([CH3:13])=[CH:11][C:12]=2[C:4]2[CH2:3][N:2]([CH3:1])[CH2:15][CH2:14][C:5]1=2. The catalyst class is: 37. (5) Reactant: [CH:1]([NH:4][C:5]([C:7]1[C:15]2[C:10](=[N:11][C:12]([NH2:16])=[CH:13][CH:14]=2)[N:9]([C:17]([CH3:20])([CH3:19])[CH3:18])[N:8]=1)=[O:6])([CH3:3])[CH3:2].[C:21]1([CH3:30])[CH:26]=[CH:25][C:24]([C:27](Cl)=[O:28])=[CH:23][CH:22]=1. Product: [CH:1]([NH:4][C:5]([C:7]1[C:15]2[C:10](=[N:11][C:12]([NH:16][C:27](=[O:28])[C:24]3[CH:25]=[CH:26][C:21]([CH3:30])=[CH:22][CH:23]=3)=[CH:13][CH:14]=2)[N:9]([C:17]([CH3:18])([CH3:20])[CH3:19])[N:8]=1)=[O:6])([CH3:3])[CH3:2]. The catalyst class is: 17.